From a dataset of TCR-epitope binding with 47,182 pairs between 192 epitopes and 23,139 TCRs. Binary Classification. Given a T-cell receptor sequence (or CDR3 region) and an epitope sequence, predict whether binding occurs between them. (1) The epitope is VLAWLYAAV. The TCR CDR3 sequence is CASSSGVITTDTQYF. Result: 0 (the TCR does not bind to the epitope). (2) The epitope is RIFTIGTVTLK. The TCR CDR3 sequence is CASSQETRDEQFF. Result: 0 (the TCR does not bind to the epitope). (3) The epitope is MMISAGFSL. The TCR CDR3 sequence is CASSYGTGATGELFF. Result: 1 (the TCR binds to the epitope). (4) The epitope is PKYVKQNTLKLAT. The TCR CDR3 sequence is CASTPGTGDVQPQHF. Result: 1 (the TCR binds to the epitope). (5) The epitope is KPLEFGATSAAL. The TCR CDR3 sequence is CASGFGLAGADTQYF. Result: 0 (the TCR does not bind to the epitope). (6) The epitope is KLGGALQAK. The TCR CDR3 sequence is CASSQGAGTGFTYEQYF. Result: 1 (the TCR binds to the epitope). (7) The epitope is VSFIEFVGW. The TCR CDR3 sequence is CASSRQGEAFF. Result: 0 (the TCR does not bind to the epitope).